This data is from Peptide-MHC class I binding affinity with 185,985 pairs from IEDB/IMGT. The task is: Regression. Given a peptide amino acid sequence and an MHC pseudo amino acid sequence, predict their binding affinity value. This is MHC class I binding data. (1) The peptide sequence is RRIRQGLELT. The MHC is Mamu-B03 with pseudo-sequence Mamu-B03. The binding affinity (normalized) is 0.767. (2) The peptide sequence is FMRDEVSFSV. The MHC is HLA-A68:02 with pseudo-sequence HLA-A68:02. The binding affinity (normalized) is 0.262. (3) The peptide sequence is YTYPCIPEY. The MHC is HLA-A02:16 with pseudo-sequence HLA-A02:16. The binding affinity (normalized) is 0.369. (4) The peptide sequence is SENERGYYI. The MHC is HLA-B45:01 with pseudo-sequence HLA-B45:01. The binding affinity (normalized) is 0.462.